The task is: Predict the product of the given reaction.. This data is from Forward reaction prediction with 1.9M reactions from USPTO patents (1976-2016). Given the reactants C([O:4][C:5](=O)[C:6]1[CH:11]=[C:10]([CH3:12])[N:9]=[C:8]([CH3:13])[CH:7]=1)(C)C.[NH3:15], predict the reaction product. The product is: [CH3:13][C:8]1[CH:7]=[C:6]([CH:11]=[C:10]([CH3:12])[N:9]=1)[C:5]([NH2:15])=[O:4].